Dataset: Forward reaction prediction with 1.9M reactions from USPTO patents (1976-2016). Task: Predict the product of the given reaction. The product is: [CH:1]1([CH:4]([C:11]2[CH:16]=[C:15]([O:17][CH2:18][C:19]3[CH:20]=[N:21][C:22]([C:26]4[CH:31]=[C:30]([O:32][CH3:33])[CH:29]=[CH:28][C:27]=4[F:34])=[C:23]([O:25][CH2:38][CH2:37][C:36]([F:41])([F:40])[F:35])[CH:24]=3)[N:14]=[CH:13][N:12]=2)[CH2:5][C:6]([O:8][CH2:9][CH3:10])=[O:7])[CH2:3][CH2:2]1. Given the reactants [CH:1]1([CH:4]([C:11]2[CH:16]=[C:15]([O:17][CH2:18][C:19]3[CH:20]=[N:21][C:22]([C:26]4[CH:31]=[C:30]([O:32][CH3:33])[CH:29]=[CH:28][C:27]=4[F:34])=[C:23]([OH:25])[CH:24]=3)[N:14]=[CH:13][N:12]=2)[CH2:5][C:6]([O:8][CH2:9][CH3:10])=[O:7])[CH2:3][CH2:2]1.[F:35][C:36]([F:41])([F:40])[CH2:37][CH2:38]O.C(C=P(CCCC)(CCCC)CCCC)#N.O, predict the reaction product.